This data is from Full USPTO retrosynthesis dataset with 1.9M reactions from patents (1976-2016). The task is: Predict the reactants needed to synthesize the given product. Given the product [C:1]([C:3]1[N:8]=[CH:7][C:6]([C:9]2[CH:14]=[C:13]([C:15]([F:18])([F:17])[F:16])[CH:12]=[CH:11][C:10]=2[NH:19][C:20]([C:22]2[C:27](=[O:28])[N:26]([CH2:29][C:30]3[CH:35]=[CH:34][CH:33]=[C:32]([F:36])[C:31]=3[F:37])[N:25]3[CH2:38][CH2:39][CH2:40][C@:24]3([CH3:41])[C:23]=2[OH:42])=[O:21])=[CH:5][C:4]=1[S:47][CH3:46])#[N:2], predict the reactants needed to synthesize it. The reactants are: [C:1]([C:3]1[N:8]=[CH:7][C:6]([C:9]2[CH:14]=[C:13]([C:15]([F:18])([F:17])[F:16])[CH:12]=[CH:11][C:10]=2[NH:19][C:20]([C:22]2[C:27](=[O:28])[N:26]([CH2:29][C:30]3[CH:35]=[CH:34][CH:33]=[C:32]([F:36])[C:31]=3[F:37])[N:25]3[CH2:38][CH2:39][CH2:40][C@:24]3([CH3:41])[C:23]=2[OH:42])=[O:21])=[CH:5][C:4]=1[N+]([O-])=O)#[N:2].[CH3:46][S-:47].[Na+].P([O-])(O)(O)=O.[K+].